Dataset: Full USPTO retrosynthesis dataset with 1.9M reactions from patents (1976-2016). Task: Predict the reactants needed to synthesize the given product. (1) The reactants are: C[O:2][C:3]([C:5]1[CH:6]=[C:7]2[C:11](=[CH:12][CH:13]=1)[NH:10][C:9]([CH2:14][N:15]1[CH2:19][CH2:18][CH2:17][CH2:16]1)=[CH:8]2)=O.[H-].[Al+3].[Li+].[H-].[H-].[H-]. Given the product [N:15]1([CH2:14][C:9]2[NH:10][C:11]3[C:7]([CH:8]=2)=[CH:6][C:5]([CH2:3][OH:2])=[CH:13][CH:12]=3)[CH2:19][CH2:18][CH2:17][CH2:16]1, predict the reactants needed to synthesize it. (2) Given the product [C:1]([C:3]1[CH:8]=[C:7]([CH3:9])[CH:6]=[CH:5][C:4]=1[C:10]1[CH:15]=[C:14]([C:34]2[CH:35]=[N:36][CH:37]=[CH:30][C:31]=2[C:32]#[N:33])[CH:13]=[C:12]([C:25]([OH:27])=[O:26])[CH:11]=1)#[N:2], predict the reactants needed to synthesize it. The reactants are: [C:1]([C:3]1[CH:8]=[C:7]([CH3:9])[CH:6]=[CH:5][C:4]=1[C:10]1[CH:15]=[C:14](B2OC(C)(C)C(C)(C)O2)[CH:13]=[C:12]([C:25]([O:27]C)=[O:26])[CH:11]=1)#[N:2].Br[C:30]1[CH:37]=[N:36][CH:35]=[CH:34][C:31]=1[C:32]#[N:33].C(=O)([O-])[O-].[Cs+].[Cs+].O. (3) Given the product [F:16][C:13]([F:14])([F:15])[C:12]([CH2:11][N:1]1[C:10]2[C:5](=[CH:6][CH:7]=[CH:8][CH:9]=2)[N:4]([CH3:33])[CH2:3][CH2:2]1)([OH:30])[CH2:17][C:18]([C:21]1[CH:26]=[C:25]([F:27])[CH:24]=[CH:23][C:22]=1[O:28][CH3:29])([CH3:20])[CH3:19], predict the reactants needed to synthesize it. The reactants are: [N:1]1([CH2:11][C:12]([OH:30])([CH2:17][C:18]([C:21]2[CH:26]=[C:25]([F:27])[CH:24]=[CH:23][C:22]=2[O:28][CH3:29])([CH3:20])[CH3:19])[C:13]([F:16])([F:15])[F:14])[C:10]2[C:5](=[CH:6][CH:7]=[CH:8][CH:9]=2)[NH:4][CH2:3][CH2:2]1.C=O.[C:33]([BH3-])#N.[Na+].C(O)(=O)C. (4) The reactants are: [CH:1]1[C:10]2[C:5](=[CH:6][CH:7]=[CH:8][CH:9]=2)[CH:4]=[CH:3][C:2]=1[C:11]1[N:12]=[C:13]([C:16]([OH:18])=O)[S:14][CH:15]=1.S(Cl)([Cl:21])=O. Given the product [CH:1]1[C:10]2[C:5](=[CH:6][CH:7]=[CH:8][CH:9]=2)[CH:4]=[CH:3][C:2]=1[C:11]1[N:12]=[C:13]([C:16]([Cl:21])=[O:18])[S:14][CH:15]=1, predict the reactants needed to synthesize it. (5) Given the product [F:74][C:73]([F:76])([F:75])[C:71]([OH:77])=[O:72].[F:1][C:2]1[CH:23]=[CH:22][CH:21]=[C:20]([F:24])[C:3]=1[CH2:4][O:5][C:6]1[C:7]2[N:8]([C:13]([C:17]([NH:68][CH2:67][C:61]3([NH:60][C:59](=[O:69])[O:58][C:54]([CH3:56])([CH3:55])[CH3:57])[CH2:66][CH2:65][CH2:64][CH2:63][CH2:62]3)=[O:18])=[C:14]([CH3:16])[N:15]=2)[CH:9]=[C:10]([CH3:12])[CH:11]=1, predict the reactants needed to synthesize it. The reactants are: [F:1][C:2]1[CH:23]=[CH:22][CH:21]=[C:20]([F:24])[C:3]=1[CH2:4][O:5][C:6]1[C:7]2[N:8]([C:13]([C:17](O)=[O:18])=[C:14]([CH3:16])[N:15]=2)[CH:9]=[C:10]([CH3:12])[CH:11]=1.F[B-](F)(F)F.N1(O[C+](N(C)C)N(C)C)C2C=CC=CC=2N=N1.CN1CCOCC1.[C:54]([O:58][C:59](=[O:69])[NH:60][C:61]1([CH2:67][NH2:68])[CH2:66][CH2:65][CH2:64][CH2:63][CH2:62]1)([CH3:57])([CH3:56])[CH3:55].O.[C:71]([OH:77])([C:73]([F:76])([F:75])[F:74])=[O:72]. (6) Given the product [F:17][CH2:16][CH2:15][N:13]1[C:12]2[CH2:11][CH2:10][CH2:9][CH:8]([C:18]([O:20][CH2:21][CH3:22])=[O:19])[C:7]=2[C:6]2[C:14]1=[CH:2][CH:3]=[CH:4][C:5]=2[O:23][CH3:24], predict the reactants needed to synthesize it. The reactants are: Cl[C:2]1[CH:3]=[CH:4][C:5]([O:23][CH3:24])=[C:6]2[C:14]=1[N:13]([CH2:15][CH2:16][F:17])[C:12]1[CH2:11][CH2:10][CH2:9][CH:8]([C:18]([O:20][CH2:21][CH3:22])=[O:19])[C:7]2=1.C(N(CC)CC)C. (7) Given the product [CH2:19]([C:26]1[CH:31]=[C:30]([CH3:32])[N:29]=[C:28]2[NH:33][C:34]([CH2:1][CH3:2])=[N:35][C:27]=12)[C:20]1[CH:25]=[CH:24][CH:23]=[CH:22][CH:21]=1, predict the reactants needed to synthesize it. The reactants are: [CH2:1](C1N=C2NC(=O)NC2=C(C)C=1)[C:2]1C=CC=CC=1.[CH2:19]([C:26]1[CH:31]=[C:30]([CH3:32])[N:29]=[C:28]2[NH:33][C:34](=O)[NH:35][C:27]=12)[C:20]1[CH:25]=[CH:24][CH:23]=[CH:22][CH:21]=1.C(O)(=O)CC.[Cl-].[Mg+2].[Cl-]. (8) Given the product [ClH:38].[CH3:30][C@H:28]1[O:29][C@@H:24]([CH3:23])[CH2:25][N:26]([C:1]([O:2][CH2:3][C:4]2[CH:5]=[C:6]([CH3:11])[N:7]=[C:8]([CH3:10])[CH:9]=2)=[O:22])[CH2:27]1, predict the reactants needed to synthesize it. The reactants are: [C:1](=[O:22])(OC1C=CC([N+]([O-])=O)=CC=1)[O:2][CH2:3][C:4]1[CH:9]=[C:8]([CH3:10])[N:7]=[C:6]([CH3:11])[CH:5]=1.[CH3:23][C@H:24]1[O:29][C@@H:28]([CH3:30])[CH2:27][NH:26][CH2:25]1.CCN(CC)CC.[ClH:38]. (9) The reactants are: O.[I-:2].[I-].[I-].[I-].[CH2:6]([C:8]1[C:21]2[C:12](=[S+:13][C:14]3[C:19]([N:20]=2)=[C:18]([CH2:22][CH3:23])[CH:17]=[CH:16][CH:15]=3)[CH:11]=[CH:10][CH:9]=1)[CH3:7].C(C1C2C(=[S+]C3C(N=2)=C(CC)C=CC=3)C=CC=1)C.C(C1C2C(=[S+]C3C(N=2)=C(CC)C=CC=3)C=CC=1)C.C(C1C2C(=[S+]C3C(N=2)=C(CC)C=CC=3)C=CC=1)C.Cl.[F:79][C:80]([F:92])([F:91])[S:81]([NH:84][CH:85]1[CH2:90][CH2:89][NH:88][CH2:87][CH2:86]1)(=[O:83])=[O:82].C(N(CC)CC)C.[NH:100]1[CH2:105][CH2:104][O:103][CH2:102][CH2:101]1. Given the product [I-:2].[CH2:22]([C:18]1[C:19]2[C:14](=[S+:13][C:12]3[C:21]([N:20]=2)=[C:8]([CH2:6][CH3:7])[CH:9]=[C:10]([N:88]2[CH2:89][CH2:90][CH:85]([NH:84][S:81]([C:80]([F:79])([F:91])[F:92])(=[O:83])=[O:82])[CH2:86][CH2:87]2)[CH:11]=3)[CH:15]=[C:16]([N:100]2[CH2:105][CH2:104][O:103][CH2:102][CH2:101]2)[CH:17]=1)[CH3:23], predict the reactants needed to synthesize it. (10) Given the product [CH3:1][CH2:2][CH:3]([CH2:5][CH2:6][CH2:7][CH2:8][C:9]([NH:11][C@H:12]([C:16]([NH:18][C@H:19]([C@H:20]([OH:22])[CH3:21])[CH2:23][NH:25][C@H:26]([C:30]([NH:32][C@@H:33]1[C:61](=[O:62])[NH:60][C@@H:59]([CH2:63][CH2:64][NH2:65])[C:57](=[O:58])[NH:56][C@H:55]([CH2:66][CH:67]([CH3:69])[CH3:68])[C:53](=[O:54])[NH:52][C@@H:51]([CH2:70][CH:71]([CH3:73])[CH3:72])[C:49](=[O:50])[NH:48][C@@H:47]([CH2:74][CH2:75][NH2:76])[C:45](=[O:46])[NH:44][C@@H:43]([CH2:77][CH2:78][NH2:79])[C:41](=[O:42])[NH:40][C@@H:39]([C@H:80]([OH:82])[CH3:81])[C:37](=[O:38])[NH:36][CH2:35][CH2:34]1)=[O:31])[CH2:27][CH2:28][NH2:29])=[O:17])[CH2:13][CH2:14][NH2:15])=[O:10])[CH3:4].[CH3:83][C@@H:84]([OH:163])[C@@H:85]1[NH:114][C:112](=[O:113])[C@H:111]([CH2:115][CH2:116][NH2:117])[NH:110][C:108](=[O:109])[C@H:107]([CH2:118][CH2:119][NH2:120])[NH:106][C:104](=[O:105])[C@H:103]([CH2:121][CH:122]([CH3:123])[CH3:124])[NH:102][C:100](=[O:101])[C@@H:99]([CH2:125][CH:126]([CH3:127])[CH3:128])[NH:98][C:96](=[O:97])[C@H:95]([CH2:129][CH2:130][NH2:131])[NH:94][C:92](=[O:93])[C@@H:91]([NH:132][C:133]([C@@H:135]([NH:139][CH2:140][C@H:142]([NH:146][C:147]([C@@H:149]([NH:153][C:154]([CH2:156][CH2:157][CH2:158][CH2:159][CH:160]([CH3:162])[CH3:161])=[O:155])[CH2:150][CH2:151][NH2:152])=[O:148])[C@H:143]([OH:145])[CH3:144])[CH2:136][CH2:137][NH2:138])=[O:134])[CH2:90][CH2:89][NH:88][C:86]1=[O:87], predict the reactants needed to synthesize it. The reactants are: [CH3:1][CH2:2][C@H:3]([CH2:5][CH2:6][CH2:7][CH2:8][C:9]([NH:11][C@H:12]([C:16]([NH:18][C@H:19]([C:23]([NH:25][C@H:26]([C:30]([NH:32][C@@H:33]1[C:61](=[O:62])[NH:60][C@@H:59]([CH2:63][CH2:64][NH2:65])[C:57](=[O:58])[NH:56][C@H:55]([CH2:66][CH:67]([CH3:69])[CH3:68])[C:53](=[O:54])[NH:52][C@@H:51]([CH2:70][CH:71]([CH3:73])[CH3:72])[C:49](=[O:50])[NH:48][C@@H:47]([CH2:74][CH2:75][NH2:76])[C:45](=[O:46])[NH:44][C@@H:43]([CH2:77][CH2:78][NH2:79])[C:41](=[O:42])[NH:40][C@@H:39]([C@H:80]([OH:82])[CH3:81])[C:37](=[O:38])[NH:36][CH2:35][CH2:34]1)=[O:31])[CH2:27][CH2:28][NH2:29])=O)[C@H:20]([OH:22])[CH3:21])=[O:17])[CH2:13][CH2:14][NH2:15])=[O:10])[CH3:4].[CH3:83][C@@H:84]([OH:163])[C@@H:85]1[NH:114][C:112](=[O:113])[C@H:111]([CH2:115][CH2:116][NH2:117])[NH:110][C:108](=[O:109])[C@H:107]([CH2:118][CH2:119][NH2:120])[NH:106][C:104](=[O:105])[C@H:103]([CH2:121][CH:122]([CH3:124])[CH3:123])[NH:102][C:100](=[O:101])[C@@H:99]([CH2:125][CH:126]([CH3:128])[CH3:127])[NH:98][C:96](=[O:97])[C@H:95]([CH2:129][CH2:130][NH2:131])[NH:94][C:92](=[O:93])[C@@H:91]([NH:132][C:133]([C@@H:135]([NH:139][C:140]([C@@H:142]([NH:146][C:147]([C@@H:149]([NH:153][C:154]([CH2:156][CH2:157][CH2:158][CH2:159][CH:160]([CH3:162])[CH3:161])=[O:155])[CH2:150][CH2:151][NH2:152])=[O:148])[C@H:143]([OH:145])[CH3:144])=O)[CH2:136][CH2:137][NH2:138])=[O:134])[CH2:90][CH2:89][NH:88][C:86]1=[O:87].